From a dataset of Reaction yield outcomes from USPTO patents with 853,638 reactions. Predict the reaction yield, written as a fraction of the theoretical maximum amount of product (1.0 means a 100% yield; for example, 0.34 means a 34% yield). The reactants are [Cl:1][C:2]1[CH:3]=[C:4]([N:20]2[C:28](=[O:29])[C:27]3[C:22](=[CH:23][CH:24]=[CH:25][CH:26]=3)[C:21]2=[O:30])[CH:5]=[C:6]([Cl:19])[C:7]=1[CH2:8][C:9]1[CH:14]=[C:13]([CH:15]([CH3:17])[CH3:16])[C:12](=[O:18])[NH:11][N:10]=1.[CH3:31]OC(OC)N(C)C. The catalyst is C(Cl)Cl. The product is [Cl:1][C:2]1[CH:3]=[C:4]([N:20]2[C:28](=[O:29])[C:27]3[C:22](=[CH:23][CH:24]=[CH:25][CH:26]=3)[C:21]2=[O:30])[CH:5]=[C:6]([Cl:19])[C:7]=1[CH2:8][C:9]1[CH:14]=[C:13]([CH:15]([CH3:17])[CH3:16])[C:12](=[O:18])[N:11]([CH3:31])[N:10]=1. The yield is 0.520.